From a dataset of Full USPTO retrosynthesis dataset with 1.9M reactions from patents (1976-2016). Predict the reactants needed to synthesize the given product. (1) Given the product [Cl:15][C:11]1[CH:12]=[C:13]2[C:8](=[CH:9][C:10]=1[O:16][CH:17]([CH3:19])[CH3:18])[NH:7][C:6](=[O:20])[C:5]([C@@H:3]([NH:2][C:22]1[N:27]=[C:26]([O:28][CH3:29])[C:25]([C:30]#[N:31])=[CH:24][N:23]=1)[CH3:4])=[CH:14]2, predict the reactants needed to synthesize it. The reactants are: Cl.[NH2:2][C@H:3]([C:5]1[C:6](=[O:20])[NH:7][C:8]2[C:13]([CH:14]=1)=[CH:12][C:11]([Cl:15])=[C:10]([O:16][CH:17]([CH3:19])[CH3:18])[CH:9]=2)[CH3:4].Cl[C:22]1[N:27]=[C:26]([O:28][CH3:29])[C:25]([C:30]#[N:31])=[CH:24][N:23]=1.CCN(C(C)C)C(C)C.C(=O)=O.CC(C)=O. (2) Given the product [CH3:1][N:2]([CH:30]([CH3:32])[CH3:31])[C:3]1[C:4]([C:17]2[C:21]3[CH:22]=[C:23]([C:26]([F:29])([F:27])[F:28])[CH:24]=[CH:25][C:20]=3[O:19][CH:18]=2)=[N:5][C:6]2[C:11]([N:12]=1)=[CH:10][C:9]([C:13]([OH:15])=[O:14])=[CH:8][CH:7]=2, predict the reactants needed to synthesize it. The reactants are: [CH3:1][N:2]([CH:30]([CH3:32])[CH3:31])[C:3]1[C:4]([C:17]2[C:21]3[CH:22]=[C:23]([C:26]([F:29])([F:28])[F:27])[CH:24]=[CH:25][C:20]=3[O:19][CH:18]=2)=[N:5][C:6]2[C:11]([N:12]=1)=[CH:10][C:9]([C:13]([O:15]C)=[O:14])=[CH:8][CH:7]=2.[OH-].[Na+]. (3) Given the product [CH2:45]([O:44][CH2:43][C:28]1([C:32]([O:34][CH2:35][C:36]2[CH:41]=[CH:40][CH:39]=[CH:38][CH:37]=2)=[O:33])[CH:29]=[CH:30][CH2:31][O:26][CH2:27]1)[C:46]1[CH:51]=[CH:50][CH:49]=[CH:48][CH:47]=1, predict the reactants needed to synthesize it. The reactants are: CCN(C(C)C)C(C)C.[Li]CCCC.CN(P(N(C)C)(N(C)C)=O)C.[O:26]1[CH2:31][CH2:30][CH:29]=[C:28]([C:32]([O:34][CH2:35][C:36]2[CH:41]=[CH:40][CH:39]=[CH:38][CH:37]=2)=[O:33])[CH2:27]1.Cl[CH2:43][O:44][CH2:45][C:46]1[CH:51]=[CH:50][CH:49]=[CH:48][CH:47]=1. (4) The reactants are: [F:1][C:2]1[CH:10]=[CH:9][CH:8]=[C:7]2[C:3]=1[CH2:4][N:5]([C:11]([O:13][C@H:14]1[CH2:51][N:17]3[C:18](=[O:50])[C@@H:19]([NH:42][C:43]([O:45][C:46]([CH3:49])([CH3:48])[CH3:47])=[O:44])[CH2:20][CH2:21][O:22][CH2:23][CH2:24][CH:25]=[CH:26][C@@H:27]4[CH2:32][C@@:28]4([C:33](=[O:41])[NH:34][S:35]([CH:38]4[CH2:40][CH2:39]4)(=[O:37])=[O:36])[NH:29][C:30](=[O:31])[C@@H:16]3[CH2:15]1)=[O:12])[CH2:6]2.[H][H].O.S([O-])(O)(=O)=O.[K+]. Given the product [F:1][C:2]1[CH:10]=[CH:9][CH:8]=[C:7]2[C:3]=1[CH2:4][N:5]([C:11]([O:13][C@H:14]1[CH2:51][N:17]3[C:18](=[O:50])[C@@H:19]([NH:42][C:43]([O:45][C:46]([CH3:47])([CH3:48])[CH3:49])=[O:44])[CH2:20][CH2:21][O:22][CH2:23][CH2:24][CH2:25][CH2:26][C@@H:27]4[CH2:32][C@@:28]4([C:33](=[O:41])[NH:34][S:35]([CH:38]4[CH2:40][CH2:39]4)(=[O:36])=[O:37])[NH:29][C:30](=[O:31])[C@@H:16]3[CH2:15]1)=[O:12])[CH2:6]2, predict the reactants needed to synthesize it.